From a dataset of Forward reaction prediction with 1.9M reactions from USPTO patents (1976-2016). Predict the product of the given reaction. Given the reactants [BH4-].[Na+].O1CCCC1.[NH2:8][C:9]1[CH:10]=[CH:11][C:12]([N:18]2[CH2:23][CH2:22][O:21][CH2:20][CH2:19]2)=[C:13]([C:15](O)=[O:16])[CH:14]=1.II, predict the reaction product. The product is: [NH2:8][C:9]1[CH:10]=[CH:11][C:12]([N:18]2[CH2:19][CH2:20][O:21][CH2:22][CH2:23]2)=[C:13]([CH:14]=1)[CH2:15][OH:16].